Dataset: Forward reaction prediction with 1.9M reactions from USPTO patents (1976-2016). Task: Predict the product of the given reaction. (1) The product is: [N:8]1([C:14]([O:16][C:17]([CH3:20])([CH3:19])[CH3:18])=[O:15])[CH2:9][CH2:10][S:11](=[O:7])[CH2:12][CH2:13]1. Given the reactants I([O-])(=O)(=O)=O.[Na+].[OH2:7].[N:8]1([C:14]([O:16][C:17]([CH3:20])([CH3:19])[CH3:18])=[O:15])[CH2:13][CH2:12][S:11][CH2:10][CH2:9]1, predict the reaction product. (2) Given the reactants [CH3:1][Mg]Br.[Cl-].[Li+].[CH3:6][O:7][C:8]1[CH:9]=[C:10]([NH:20][C:21]2[N:25]=[C:24]([N:26]3[CH2:29][CH2:28][CH:27]3[C:30]3[CH:35]=[CH:34][CH:33]=[CH:32][CH:31]=3)[N:23]([CH2:36][C:37](=[O:39])[CH3:38])[N:22]=2)[CH:11]=[CH:12][C:13]=1[N:14]1[CH:18]=[C:17]([CH3:19])[N:16]=[CH:15]1.[Cl-].[NH4+], predict the reaction product. The product is: [CH3:6][O:7][C:8]1[CH:9]=[C:10]([NH:20][C:21]2[N:25]=[C:24]([N:26]3[CH2:29][CH2:28][CH:27]3[C:30]3[CH:31]=[CH:32][CH:33]=[CH:34][CH:35]=3)[N:23]([CH2:36][C:37]([CH3:1])([OH:39])[CH3:38])[N:22]=2)[CH:11]=[CH:12][C:13]=1[N:14]1[CH:18]=[C:17]([CH3:19])[N:16]=[CH:15]1. (3) Given the reactants [F:1][C:2]([F:34])([F:33])[C:3]1[CH:4]=[C:5]([CH:26]=[C:27]([C:29]([F:32])([F:31])[F:30])[CH:28]=1)[C:6]([N:8]1[CH2:25][CH2:24][C:11]2([N:15]([C:16]3[CH:21]=[CH:20][CH:19]=[CH:18][C:17]=3[Cl:22])[CH2:14][NH:13][C:12]2=[O:23])[CH2:10][CH2:9]1)=[O:7].Cl[CH2:36][C:37]1[C:38]([CH3:43])=[N:39][O:40][C:41]=1[CH3:42], predict the reaction product. The product is: [F:32][C:29]([F:31])([F:30])[C:27]1[CH:26]=[C:5]([CH:4]=[C:3]([C:2]([F:1])([F:33])[F:34])[CH:28]=1)[C:6]([N:8]1[CH2:9][CH2:10][C:11]2([N:15]([C:16]3[CH:21]=[CH:20][CH:19]=[CH:18][C:17]=3[Cl:22])[CH2:14][N:13]([CH2:36][C:37]3[C:38]([CH3:43])=[N:39][O:40][C:41]=3[CH3:42])[C:12]2=[O:23])[CH2:24][CH2:25]1)=[O:7].